From a dataset of Forward reaction prediction with 1.9M reactions from USPTO patents (1976-2016). Predict the product of the given reaction. (1) Given the reactants [CH3:1][N:2]([C:7]1[N:12]=[C:11]([C:13]2[CH:18]=[CH:17][C:16]([F:19])=[CH:15][CH:14]=2)[C:10](/[CH:20]=[CH:21]/[C@H:22]2[O:27][C:26](C)([CH3:28])[O:25][C@@H:24](CC(N(OC)C)=O)[CH2:23]2)=[C:9]([CH:37]([CH3:39])[CH3:38])[N:8]=1)[S:3]([CH3:6])(=[O:5])=[O:4].S(=O)(=O)(O)[OH:41], predict the reaction product. The product is: [CH3:1][N:2]([C:7]1[N:12]=[C:11]([C:13]2[CH:18]=[CH:17][C:16]([F:19])=[CH:15][CH:14]=2)[C:10](/[CH:20]=[CH:21]/[C@H:22]2[O:27][C:26](=[O:41])[CH2:28][C@H:24]([OH:25])[CH2:23]2)=[C:9]([CH:37]([CH3:39])[CH3:38])[N:8]=1)[S:3]([CH3:6])(=[O:4])=[O:5]. (2) Given the reactants [CH3:1][NH:2][C@@H:3]([C:11]1[CH:16]=[CH:15][C:14]([O:17][CH2:18][CH2:19][O:20][CH:21]2[CH2:26][CH2:25][CH2:24][CH2:23][O:22]2)=[CH:13][CH:12]=1)[CH2:4][N:5]1[CH2:9][CH2:8][C@H:7]([OH:10])[CH2:6]1.C(N(C(C)C)CC)(C)C.[C:36]1([CH:42]([C:46]2[CH:51]=[CH:50][CH:49]=[CH:48][CH:47]=2)[C:43](Cl)=[O:44])[CH:41]=[CH:40][CH:39]=[CH:38][CH:37]=1, predict the reaction product. The product is: [OH:10][C@H:7]1[CH2:8][CH2:9][N:5]([CH2:4][CH:3]([N:2]([CH3:1])[C:43](=[O:44])[CH:42]([C:46]2[CH:51]=[CH:50][CH:49]=[CH:48][CH:47]=2)[C:36]2[CH:41]=[CH:40][CH:39]=[CH:38][CH:37]=2)[C:11]2[CH:12]=[CH:13][C:14]([O:17][CH2:18][CH2:19][O:20][CH:21]3[CH2:26][CH2:25][CH2:24][CH2:23][O:22]3)=[CH:15][CH:16]=2)[CH2:6]1. (3) Given the reactants [F:1][C:2]1[CH:3]=[CH:4][CH:5]=[C:6]2[C:11]=1[C:10](=[O:12])[O:9][C:8](=[O:13])[CH2:7]2.[C:14](OCC)(OCC)([O:16][CH2:17][CH3:18])[CH3:15], predict the reaction product. The product is: [CH2:14]([O:16]/[C:17](=[C:7]1/[C:8](=[O:13])[O:9][C:10](=[O:12])[C:11]2[C:6]/1=[CH:5][CH:4]=[CH:3][C:2]=2[F:1])/[CH3:18])[CH3:15]. (4) Given the reactants Br[C:2]1[CH:3]=[C:4]([C:8]2([C:11]([O-:13])=[O:12])[CH2:10][CH2:9]2)[CH:5]=[N:6][CH:7]=1.[K+].[Cl:15][C:16]1[CH:23]=[C:22](B2OC(C)(C)C(C)(C)O2)[CH:21]=[CH:20][C:17]=1[C:18]#[N:19].C(Cl)Cl.C([O-])([O-])=O.[Na+].[Na+], predict the reaction product. The product is: [Cl:15][C:16]1[CH:23]=[C:22]([C:2]2[CH:3]=[C:4]([C:8]3([C:11]([OH:13])=[O:12])[CH2:10][CH2:9]3)[CH:5]=[N:6][CH:7]=2)[CH:21]=[CH:20][C:17]=1[C:18]#[N:19]. (5) The product is: [CH:1]1([N:4]([CH2:30][C:31]2[CH:36]=[C:35]([CH2:37][CH2:38][CH2:39][O:40][CH3:41])[CH:34]=[C:33]([O:42][CH2:43][CH2:44][O:45][CH3:46])[CH:32]=2)[C:5]([CH:7]2[C:12]([C:15]3[CH:20]=[CH:19][C:18]([F:21])=[C:17]([F:22])[CH:16]=3)([O:13][CH3:14])[CH2:11][CH2:10][NH:9][CH2:8]2)=[O:6])[CH2:2][CH2:3]1. Given the reactants [CH:1]1([N:4]([CH2:30][C:31]2[CH:36]=[C:35]([CH2:37][CH2:38][CH2:39][O:40][CH3:41])[CH:34]=[C:33]([O:42][CH2:43][CH2:44][O:45][CH3:46])[CH:32]=2)[C:5]([C@@H:7]2[C@:12]([C:15]3[CH:20]=[CH:19][C:18]([F:21])=[C:17]([F:22])[CH:16]=3)([O:13][CH3:14])[CH2:11][CH2:10][N:9](C(OC(C)(C)C)=O)[CH2:8]2)=[O:6])[CH2:3][CH2:2]1.Cl, predict the reaction product.